From a dataset of Forward reaction prediction with 1.9M reactions from USPTO patents (1976-2016). Predict the product of the given reaction. Given the reactants [NH2:1][CH2:2][C:3]1[N:7]=[C:6]([C@H:8]([CH2:17][CH2:18][CH2:19][CH:20]2[CH2:25][CH2:24][CH2:23][CH2:22][CH2:21]2)[CH2:9][C:10]([O:12][C:13]([CH3:16])([CH3:15])[CH3:14])=[O:11])[O:5][N:4]=1.Br[CH2:27][C:28]([O:30][CH3:31])=[O:29].CN1CCOCC1, predict the reaction product. The product is: [CH:20]1([CH2:19][CH2:18][CH2:17][C@@H:8]([C:6]2[O:5][N:4]=[C:3]([CH2:2][NH:1][CH2:27][C:28]([O:30][CH3:31])=[O:29])[N:7]=2)[CH2:9][C:10]([O:12][C:13]([CH3:15])([CH3:16])[CH3:14])=[O:11])[CH2:21][CH2:22][CH2:23][CH2:24][CH2:25]1.